From a dataset of Peptide-MHC class I binding affinity with 185,985 pairs from IEDB/IMGT. Regression. Given a peptide amino acid sequence and an MHC pseudo amino acid sequence, predict their binding affinity value. This is MHC class I binding data. (1) The peptide sequence is ALAVLSKCY. The MHC is HLA-B08:01 with pseudo-sequence HLA-B08:01. The binding affinity (normalized) is 0.213. (2) The peptide sequence is KLDDVEKEK. The MHC is HLA-A11:01 with pseudo-sequence HLA-A11:01. The binding affinity (normalized) is 0.475.